From a dataset of Full USPTO retrosynthesis dataset with 1.9M reactions from patents (1976-2016). Predict the reactants needed to synthesize the given product. (1) Given the product [Cl:11][C:12]1[CH:23]=[CH:22][C:15]([C:16]([C:2]2[S:1][CH:5]=[CH:4][CH:3]=2)=[O:17])=[CH:14][C:13]=1[S:24]([NH2:25])(=[O:27])=[O:26], predict the reactants needed to synthesize it. The reactants are: [S:1]1[CH:5]=[CH:4][CH:3]=[CH:2]1.C([Li])CCC.[Cl:11][C:12]1[CH:23]=[CH:22][C:15]([C:16](N(OC)C)=[O:17])=[CH:14][C:13]=1[S:24](=[O:27])(=[O:26])[NH2:25]. (2) Given the product [Cl:24][C:10]1[CH:11]=[C:12]2[C:17](=[CH:18][C:9]=1[O:8][C:7]1[CH:6]=[CH:5][C:4]([C:1](=[O:3])[NH:2][C:28]3[CH:33]=[N:32][CH:31]=[C:30]([C:34]4[CH:39]=[CH:38][CH:37]=[CH:36][CH:35]=4)[N:29]=3)=[CH:26][CH:25]=1)[O:16][CH2:15][CH2:14][CH:13]2[C:19]([O:21][CH2:22][CH3:23])=[O:20], predict the reactants needed to synthesize it. The reactants are: [C:1]([C:4]1[CH:26]=[CH:25][C:7]([O:8][C:9]2[CH:18]=[C:17]3[C:12]([CH:13]([C:19]([O:21][CH2:22][CH3:23])=[O:20])[CH2:14][CH2:15][O:16]3)=[CH:11][C:10]=2[Cl:24])=[CH:6][CH:5]=1)(=[O:3])[NH2:2].Cl[C:28]1[CH:33]=[N:32][CH:31]=[C:30]([C:34]2[CH:39]=[CH:38][CH:37]=[CH:36][CH:35]=2)[N:29]=1.C(=O)([O-])[O-].[Cs+].[Cs+].CC(C1C=C(C(C)C)C(C2C=CC=CC=2P(C2CCCCC2)C2CCCCC2)=C(C(C)C)C=1)C. (3) Given the product [CH3:1][O:2][C:3]1[CH:8]=[CH:7][C:6]([C:9]2([C:16]([O:18][CH3:19])=[O:17])[CH2:14][CH2:13][CH:12]([NH:20][CH2:21][CH2:22][S:23](=[O:25])(=[O:24])[NH2:26])[CH2:11][CH2:10]2)=[CH:5][CH:4]=1, predict the reactants needed to synthesize it. The reactants are: [CH3:1][O:2][C:3]1[CH:8]=[CH:7][C:6]([C:9]2([C:16]([O:18][CH3:19])=[O:17])[CH2:14][CH2:13][C:12](=O)[CH2:11][CH2:10]2)=[CH:5][CH:4]=1.[NH2:20][CH2:21][CH2:22][S:23]([NH2:26])(=[O:25])=[O:24].C(O[BH-](OC(=O)C)OC(=O)C)(=O)C.[Na+].[OH-].[Na+]. (4) Given the product [Br:30][C:26]1[CH:25]=[C:24]([C:22]2[CH2:21][C:20](=[O:31])[NH:19][C:9]3[CH:10]=[C:11]([C:15]([F:18])([F:17])[F:16])[C:12]([CH3:14])=[CH:13][C:8]=3[N:7]=2)[CH:29]=[CH:28][CH:27]=1, predict the reactants needed to synthesize it. The reactants are: C(OC(=O)[NH:7][C:8]1[CH:13]=[C:12]([CH3:14])[C:11]([C:15]([F:18])([F:17])[F:16])=[CH:10][C:9]=1[NH:19][C:20](=[O:31])[CH2:21][C:22]([C:24]1[CH:29]=[CH:28][CH:27]=[C:26]([Br:30])[CH:25]=1)=O)(C)(C)C.C(O)(C(F)(F)F)=O.